From a dataset of Full USPTO retrosynthesis dataset with 1.9M reactions from patents (1976-2016). Predict the reactants needed to synthesize the given product. (1) Given the product [CH3:8][O:9][C:10]1[CH:18]=[C:17]([N+:19]([O-:21])=[O:20])[CH:16]=[CH:15][C:11]=1[C:12]1[O:13][CH:2]=[N:1][C:3]=1[C:4]([O:6][CH3:7])=[O:5], predict the reactants needed to synthesize it. The reactants are: [N+:1]([CH2:3][C:4]([O:6][CH3:7])=[O:5])#[C-:2].[CH3:8][O:9][C:10]1[CH:18]=[C:17]([N+:19]([O-:21])=[O:20])[CH:16]=[CH:15][C:11]=1[C:12](O)=[O:13]. (2) Given the product [CH3:1][CH:2]1[C:11]2[C:6](=[CH:7][CH:8]=[CH:9][CH:10]=2)[CH2:5][CH2:4][NH:3]1, predict the reactants needed to synthesize it. The reactants are: [CH3:1][C:2]1[C:11]2[C:6](=[CH:7][CH:8]=[CH:9][CH:10]=2)[CH:5]=[CH:4][N:3]=1.CO. (3) Given the product [OH:8][C:9]1[C:18]([O:19][CH3:20])=[CH:17][CH:16]=[C:15]2[C:10]=1[CH2:11][CH2:12][N:13]([C:21]([O:23][C:24]([CH3:27])([CH3:26])[CH3:25])=[O:22])[CH2:14]2, predict the reactants needed to synthesize it. The reactants are: C([O:8][C:9]1[C:18]([O:19][CH3:20])=[CH:17][CH:16]=[C:15]2[C:10]=1[CH2:11][CH2:12][N:13]([C:21]([O:23][C:24]([CH3:27])([CH3:26])[CH3:25])=[O:22])[CH2:14]2)C1C=CC=CC=1. (4) Given the product [OH:25][C:21]1[CH:20]=[C:19]([C:8]2[CH2:9][CH2:10][CH2:11][C:12]3[CH:17]=[C:16]([OH:18])[CH:15]=[CH:14][C:13]=3[C:7]=2[CH2:6][CH2:5][CH2:4][CH2:3][CH2:2][N:27]([CH3:26])[CH2:28][CH2:29][CH2:30][CH2:31][CH2:32][CH2:33][S:34]([CH2:37][CH2:38][CH2:39][C:40]([F:46])([F:45])[C:41]([F:42])([F:43])[F:44])(=[O:36])=[O:35])[CH:24]=[CH:23][CH:22]=1, predict the reactants needed to synthesize it. The reactants are: Br[CH2:2][CH2:3][CH2:4][CH2:5][CH2:6][C:7]1[C:13]2[CH:14]=[CH:15][C:16]([OH:18])=[CH:17][C:12]=2[CH2:11][CH2:10][CH2:9][C:8]=1[C:19]1[CH:24]=[CH:23][CH:22]=[C:21]([OH:25])[CH:20]=1.[CH3:26][NH:27][CH2:28][CH2:29][CH2:30][CH2:31][CH2:32][CH2:33][S:34]([CH2:37][CH2:38][CH2:39][C:40]([F:46])([F:45])[C:41]([F:44])([F:43])[F:42])(=[O:36])=[O:35]. (5) Given the product [Cl:1][C:2]1[CH:7]=[CH:6][N:5]=[C:4]2[CH:8]=[C:9]([C:13]3[CH:14]=[N:15][N:16]([CH2:18][CH2:19][N:20]([CH3:28])[C:21](=[O:27])[O:22][C:23]([CH3:24])([CH3:25])[CH3:26])[CH:17]=3)[S:10][C:3]=12, predict the reactants needed to synthesize it. The reactants are: [Cl:1][C:2]1[CH:7]=[CH:6][N:5]=[C:4]2[CH:8]=[CH:9][S:10][C:3]=12.[Cl-].I[C:13]1[CH:14]=[N:15][N:16]([CH2:18][CH2:19][N:20]([CH3:28])[C:21](=[O:27])[O:22][C:23]([CH3:26])([CH3:25])[CH3:24])[CH:17]=1. (6) Given the product [F:24][C:25]([F:30])([F:29])[C:26]([OH:28])=[O:27].[NH2:7][C@H:8]([C:9]([CH3:12])([CH3:11])[CH3:10])[C:13]([N:15]1[CH2:16][CH2:17][CH:18]([C:21]#[N:22])[CH2:19][CH2:20]1)=[O:14], predict the reactants needed to synthesize it. The reactants are: C(OC(=O)[NH:7][C@@H:8]([C:13]([N:15]1[CH2:20][CH2:19][CH:18]([C:21]#[N:22])[CH2:17][CH2:16]1)=[O:14])[C:9]([CH3:12])([CH3:11])[CH3:10])(C)(C)C.[F:24][C:25]([F:30])([F:29])[C:26]([OH:28])=[O:27]. (7) Given the product [C:20]([C:17]([C:13]1[CH:12]=[C:11]([CH:16]=[CH:15][CH:14]=1)[C:10]([NH:9][C:4]1[CH:5]=[CH:6][C:7]([CH3:8])=[C:2]([NH:1][C:36]([C:26]2[N:27]=[C:28]([N:30]3[CH2:35][CH2:34][CH2:33][CH2:32][CH2:31]3)[N:29]=[C:24]([CH3:23])[CH:25]=2)=[O:37])[CH:3]=1)=[O:22])([CH3:19])[CH3:18])#[N:21], predict the reactants needed to synthesize it. The reactants are: [NH2:1][C:2]1[CH:3]=[C:4]([NH:9][C:10](=[O:22])[C:11]2[CH:16]=[CH:15][CH:14]=[C:13]([C:17]([C:20]#[N:21])([CH3:19])[CH3:18])[CH:12]=2)[CH:5]=[CH:6][C:7]=1[CH3:8].[CH3:23][C:24]1[N:29]=[C:28]([N:30]2[CH2:35][CH2:34][CH2:33][CH2:32][CH2:31]2)[N:27]=[C:26]([C:36](O)=[O:37])[CH:25]=1.CN(C(ON1N=NC2C=CC=NC1=2)=[N+](C)C)C.F[P-](F)(F)(F)(F)F.CCN(C(C)C)C(C)C.